From a dataset of Reaction yield outcomes from USPTO patents with 853,638 reactions. Predict the reaction yield, written as a fraction of the theoretical maximum amount of product (1.0 means a 100% yield; for example, 0.34 means a 34% yield). (1) The reactants are [Br:1][C:2]1[N:6]([CH:7]([CH3:9])[CH3:8])[N:5]=[CH:4][C:3]=1[C:10](OCC)=[O:11].B.CSC.[OH-].[Na+]. The catalyst is CC1CCCO1. The product is [Br:1][C:2]1[N:6]([CH:7]([CH3:8])[CH3:9])[N:5]=[CH:4][C:3]=1[CH2:10][OH:11]. The yield is 0.650. (2) The reactants are [C:1]([C:4]1[CH:5]=[C:6]([CH:20]=[CH:21][CH:22]=1)[CH2:7][N:8]1[C:17]2[C:12](=[CH:13][CH:14]=[CH:15][CH:16]=2)[C:11](=[O:18])[NH:10][C:9]1=[O:19])(O)=[O:2].[N:23]1[CH:28]=[CH:27][CH:26]=[CH:25][C:24]=1[N:29]1[CH2:34][CH2:33][NH:32][CH2:31][CH2:30]1.F[P-](F)(F)(F)(F)F.N1(OC(N(C)C)=[N+](C)C)C2N=CC=CC=2N=N1.C(N(CC)C(C)C)(C)C. The catalyst is O.CN(C=O)C. The product is [N:23]1[CH:28]=[CH:27][CH:26]=[CH:25][C:24]=1[N:29]1[CH2:30][CH2:31][N:32]([C:1]([C:4]2[CH:5]=[C:6]([CH:20]=[CH:21][CH:22]=2)[CH2:7][N:8]2[C:17]3[C:12](=[CH:13][CH:14]=[CH:15][CH:16]=3)[C:11](=[O:18])[NH:10][C:9]2=[O:19])=[O:2])[CH2:33][CH2:34]1. The yield is 0.0860.